From a dataset of Forward reaction prediction with 1.9M reactions from USPTO patents (1976-2016). Predict the product of the given reaction. (1) Given the reactants [CH3:1][C:2]1[O:6][CH:5]=[C:4]([CH:7]=O)[CH:3]=1.[CH3:9][O:10][N:11]([CH3:34])[C:12](=[O:33])[CH:13]=P(C1C=CC=CC=1)(C1C=CC=CC=1)C1C=CC=CC=1, predict the reaction product. The product is: [CH3:9][O:10][N:11]([CH3:34])[C:12](=[O:33])/[CH:13]=[CH:7]/[C:4]1[CH:3]=[C:2]([CH3:1])[O:6][CH:5]=1. (2) The product is: [NH2:14][C:15]1[CH:42]=[CH:41][C:18]2[N:19]([CH2:36][CH2:37][CH:38]([CH3:40])[CH3:39])[C:20]([CH2:22][N:23]3[C:27]4[CH:28]=[CH:29][CH:30]=[CH:31][C:26]=4[N:25]([CH:32]([CH3:34])[CH3:33])[C:24]3=[O:35])=[N:21][C:17]=2[CH:16]=1. Given the reactants C(=[N:14][C:15]1[CH:42]=[CH:41][C:18]2[N:19]([CH2:36][CH2:37][CH:38]([CH3:40])[CH3:39])[C:20]([CH2:22][N:23]3[C:27]4[CH:28]=[CH:29][CH:30]=[CH:31][C:26]=4[N:25]([CH:32]([CH3:34])[CH3:33])[C:24]3=[O:35])=[N:21][C:17]=2[CH:16]=1)(C1C=CC=CC=1)C1C=CC=CC=1, predict the reaction product. (3) Given the reactants [C:1]1([CH2:7][CH2:8][CH2:9][NH2:10])[CH:6]=[CH:5][CH:4]=[CH:3][CH:2]=1.[CH3:11][C:12]1[N:13]=[C:14]([NH:20][C:21]([C:23]2[CH:28]=[CH:27][N:26]=[CH:25][CH:24]=2)=[O:22])[S:15][C:16]=1[C:17](O)=[O:18], predict the reaction product. The product is: [CH3:11][C:12]1[N:13]=[C:14]([NH:20][C:21](=[O:22])[C:23]2[CH:28]=[CH:27][N:26]=[CH:25][CH:24]=2)[S:15][C:16]=1[C:17](=[O:18])[NH:10][CH2:9][CH2:8][CH2:7][C:1]1[CH:6]=[CH:5][CH:4]=[CH:3][CH:2]=1. (4) Given the reactants [NH2:1][CH2:2][C@H:3]1[N:10]([C:11]([C:13]2[N:14]=[C:15]([CH3:25])[S:16][C:17]=2[C:18]2[CH:19]=[C:20]([CH3:24])[CH:21]=[CH:22][CH:23]=2)=[O:12])[CH2:9][C@H:8]2[C@@H:4]1[CH2:5][C:6]([F:27])([F:26])[CH2:7]2.[CH3:28][C:29]1[N:30]=[C:31]2[N:35]([C:36]=1[C:37](O)=[O:38])[CH:34]=[CH:33][S:32]2, predict the reaction product. The product is: [F:26][C:6]1([F:27])[CH2:5][C@H:4]2[C@H:8]([CH2:9][N:10]([C:11]([C:13]3[N:14]=[C:15]([CH3:25])[S:16][C:17]=3[C:18]3[CH:19]=[C:20]([CH3:24])[CH:21]=[CH:22][CH:23]=3)=[O:12])[C@@H:3]2[CH2:2][NH:1][C:37]([C:36]2[N:35]3[C:31]([S:32][CH:33]=[CH:34]3)=[N:30][C:29]=2[CH3:28])=[O:38])[CH2:7]1. (5) The product is: [Cl:1][C:2]1[CH:7]=[CH:6][C:5]([CH:8]([CH3:18])[CH2:9][C:10]([OH:17])([C:13]([F:14])([F:15])[F:16])[CH:11]=[N:22][C:23]2[CH:32]=[CH:31][CH:30]=[C:29]3[C:24]=2[CH:25]=[CH:26][C:27](=[O:33])[NH:28]3)=[C:4]([O:19][CH3:20])[C:3]=1[F:21]. Given the reactants [Cl:1][C:2]1[CH:7]=[CH:6][C:5]([CH:8]([CH3:18])[CH2:9][C:10]([OH:17])([C:13]([F:16])([F:15])[F:14])[CH:11]=O)=[C:4]([O:19][CH3:20])[C:3]=1[F:21].[NH2:22][C:23]1[CH:32]=[CH:31][CH:30]=[C:29]2[C:24]=1[CH:25]=[CH:26][C:27](=[O:33])[NH:28]2, predict the reaction product. (6) Given the reactants C([O:3][C:4]([C:6]1[NH:7][C:8]2[C:13]([CH:14]=1)=[CH:12][C:11]([Cl:15])=[CH:10][C:9]=2[CH2:16][C:17]#[N:18])=[O:5])C.O[Li].O, predict the reaction product. The product is: [Cl:15][C:11]1[CH:12]=[C:13]2[C:8](=[C:9]([CH2:16][C:17]#[N:18])[CH:10]=1)[NH:7][C:6]([C:4]([OH:5])=[O:3])=[CH:14]2. (7) Given the reactants C(Cl)(=O)C(Cl)=O.CS(C)=O.[CH2:11]([O:18][CH:19]([CH2:22]O)[CH2:20]O)[C:12]1[CH:17]=[CH:16][CH:15]=[CH:14][CH:13]=1.C(N(CC)CC)C.Cl.[NH2:32][C:33]1[NH:37][N:36]=[CH:35][C:34]=1[C:38]([OH:40])=[O:39], predict the reaction product. The product is: [CH2:11]([O:18][C:19]1[CH:20]=[N:32][C:33]2[N:37]([N:36]=[CH:35][C:34]=2[C:38]([OH:40])=[O:39])[CH:22]=1)[C:12]1[CH:13]=[CH:14][CH:15]=[CH:16][CH:17]=1. (8) Given the reactants [O:1]([C:8]1[CH:9]=[C:10]([CH:30]=[CH:31][CH:32]=1)[CH2:11][N:12]1[CH2:29][CH2:28][C:15]2([CH2:20][CH2:19][N:18](C(OC(C)(C)C)=O)[CH2:17][CH2:16]2)[CH2:14][CH2:13]1)[C:2]1[CH:7]=[CH:6][CH:5]=[CH:4][CH:3]=1.[ClH:33], predict the reaction product. The product is: [ClH:33].[ClH:33].[O:1]([C:8]1[CH:9]=[C:10]([CH:30]=[CH:31][CH:32]=1)[CH2:11][N:12]1[CH2:13][CH2:14][C:15]2([CH2:20][CH2:19][NH:18][CH2:17][CH2:16]2)[CH2:28][CH2:29]1)[C:2]1[CH:7]=[CH:6][CH:5]=[CH:4][CH:3]=1. (9) Given the reactants [CH2:1]([O:8][C@H:9]1[C@H:15]([O:16][CH2:17][C:18]2[CH:23]=[CH:22][CH:21]=[CH:20][CH:19]=2)[C@@H:14]([O:24][CH2:25][C:26]2[CH:31]=[CH:30][CH:29]=[CH:28][CH:27]=2)[C@:13]2([C:33]3[CH:38]=[CH:37][C:36]([Cl:39])=[C:35]([CH2:40][C:41]4[CH:46]=[CH:45][C:44]([O:47][C:48]([F:51])([F:50])[F:49])=[CH:43][CH:42]=4)[CH:34]=3)[O:32][C@@:10]1([CH:52]=[O:53])[CH2:11][O:12]2)[C:2]1[CH:7]=[CH:6][CH:5]=[CH:4][CH:3]=1.[CH3:54][Mg]Br, predict the reaction product. The product is: [CH2:1]([O:8][C@H:9]1[C@H:15]([O:16][CH2:17][C:18]2[CH:23]=[CH:22][CH:21]=[CH:20][CH:19]=2)[C@@H:14]([O:24][CH2:25][C:26]2[CH:31]=[CH:30][CH:29]=[CH:28][CH:27]=2)[C@:13]2([C:33]3[CH:38]=[CH:37][C:36]([Cl:39])=[C:35]([CH2:40][C:41]4[CH:42]=[CH:43][C:44]([O:47][C:48]([F:51])([F:50])[F:49])=[CH:45][CH:46]=4)[CH:34]=3)[O:32][C@@:10]1([CH:52]([OH:53])[CH3:54])[CH2:11][O:12]2)[C:2]1[CH:3]=[CH:4][CH:5]=[CH:6][CH:7]=1. (10) The product is: [F:36][C:32]1[CH:31]=[C:30]([CH:35]=[CH:34][CH:33]=1)[CH2:29][CH:3]1[C:2](=[O:1])[N:6]2[CH2:7][CH2:8][N:9]([C:11]([O:13][C:14]([CH3:17])([CH3:16])[CH3:15])=[O:12])[CH2:10][C@@H:5]2[CH2:4]1. Given the reactants [O:1]=[C:2]1[N:6]2[CH2:7][CH2:8][N:9]([C:11]([O:13][C:14]([CH3:17])([CH3:16])[CH3:15])=[O:12])[CH2:10][CH:5]2[CH2:4][CH2:3]1.C[Si]([N-][Si](C)(C)C)(C)C.[Li+].Br[CH2:29][C:30]1[CH:35]=[CH:34][CH:33]=[C:32]([F:36])[CH:31]=1.[NH4+].[Cl-], predict the reaction product.